From a dataset of NCI-60 drug combinations with 297,098 pairs across 59 cell lines. Regression. Given two drug SMILES strings and cell line genomic features, predict the synergy score measuring deviation from expected non-interaction effect. Drug 1: B(C(CC(C)C)NC(=O)C(CC1=CC=CC=C1)NC(=O)C2=NC=CN=C2)(O)O. Drug 2: CC1C(C(CC(O1)OC2CC(CC3=C2C(=C4C(=C3O)C(=O)C5=CC=CC=C5C4=O)O)(C(=O)C)O)N)O. Cell line: HCT116. Synergy scores: CSS=70.4, Synergy_ZIP=-2.25, Synergy_Bliss=-3.19, Synergy_Loewe=-2.18, Synergy_HSA=-0.727.